The task is: Predict the reactants needed to synthesize the given product.. This data is from Full USPTO retrosynthesis dataset with 1.9M reactions from patents (1976-2016). (1) Given the product [CH2:32]([O:39][C:40]1[CH:41]=[CH:42][C:43]([O:44][CH2:45][C@@H:46]([OH:47])[CH2:48][NH:2][C@H:3]([CH2:21][OH:22])[CH2:4][C:5]2[CH:6]=[CH:7][C:8]([NH:11][C:12]([NH:14][C:15]3[CH:16]=[CH:17][CH:18]=[CH:19][CH:20]=3)=[O:13])=[CH:9][CH:10]=2)=[CH:49][CH:50]=1)[C:33]1[CH:34]=[CH:35][CH:36]=[CH:37][CH:38]=1, predict the reactants needed to synthesize it. The reactants are: Cl.[NH2:2][C@H:3]([CH2:21][OH:22])[CH2:4][C:5]1[CH:10]=[CH:9][C:8]([NH:11][C:12]([NH:14][C:15]2[CH:20]=[CH:19][CH:18]=[CH:17][CH:16]=2)=[O:13])=[CH:7][CH:6]=1.C(N(CC)C(C)C)(C)C.[CH2:32]([O:39][C:40]1[CH:50]=[CH:49][C:43]([O:44][CH2:45][C@@H:46]2[CH2:48][O:47]2)=[CH:42][CH:41]=1)[C:33]1[CH:38]=[CH:37][CH:36]=[CH:35][CH:34]=1. (2) Given the product [Cl:1][C:2]1[CH:3]=[C:4]([C:9]([O:11][CH3:16])=[O:10])[CH:5]=[N:6][C:7]=1[Cl:8], predict the reactants needed to synthesize it. The reactants are: [Cl:1][C:2]1[CH:3]=[C:4]([C:9]([OH:11])=[O:10])[CH:5]=[N:6][C:7]=1[Cl:8].S(Cl)(Cl)=O.[CH3:16]O. (3) Given the product [Br:1][C:2]1[C:3]([CH3:9])=[CH:4][C:5]([O:8][CH2:11][C:12]2([C:16]([O:18][CH2:19][CH3:20])=[O:17])[CH2:15][CH2:14][CH2:13]2)=[N:6][CH:7]=1, predict the reactants needed to synthesize it. The reactants are: [Br:1][C:2]1[C:3]([CH3:9])=[CH:4][C:5]([OH:8])=[N:6][CH:7]=1.O[CH2:11][C:12]1([C:16]([O:18][CH2:19][CH3:20])=[O:17])[CH2:15][CH2:14][CH2:13]1.C1(P(C2C=CC=CC=2)C2C=CC=CC=2)C=CC=CC=1.N(C(OCC)=O)=NC(OCC)=O.C1(C)C=CC=CC=1.